Dataset: Forward reaction prediction with 1.9M reactions from USPTO patents (1976-2016). Task: Predict the product of the given reaction. (1) Given the reactants Br[C:2]([CH3:13])([CH3:12])[C:3]([C:5]1[CH:10]=[CH:9][C:8]([Br:11])=[CH:7][CH:6]=1)=[O:4].[CH3:14][O-:15].[Na+], predict the reaction product. The product is: [Br:11][C:8]1[CH:9]=[CH:10][C:5]([C:3]2([O:15][CH3:14])[C:2]([CH3:13])([CH3:12])[O:4]2)=[CH:6][CH:7]=1. (2) The product is: [CH:31]1([CH2:30][O:29][C:22]2[CH:23]=[C:24]([O:27][CH3:28])[CH:25]=[CH:26][C:21]=2[C:20]2[CH:19]=[CH:18][N:17]=[C:16]3[C:12]([C:10]([NH:9][C@H:6]4[CH2:7][CH2:8][C@H:3]([NH:2][C:39](=[O:38])[CH2:40][OH:41])[CH2:4][CH2:5]4)=[O:11])=[C:13]([CH3:34])[NH:14][C:15]=23)[CH2:32][CH2:33]1. Given the reactants Cl.[NH2:2][C@H:3]1[CH2:8][CH2:7][C@H:6]([NH:9][C:10]([C:12]2[C:16]3=[N:17][CH:18]=[CH:19][C:20]([C:21]4[CH:26]=[CH:25][C:24]([O:27][CH3:28])=[CH:23][C:22]=4[O:29][CH2:30][CH:31]4[CH2:33][CH2:32]4)=[C:15]3[NH:14][C:13]=2[CH3:34])=[O:11])[CH2:5][CH2:4]1.C([O:38][CH2:39][C:40](Cl)=[O:41])(=O)C, predict the reaction product. (3) Given the reactants [CH3:1][S:2]([C:5]1[CH:10]=[C:9]([C@@H:11]([NH:14][C:15]([C:17]2[C:18]3[CH:25]=[N:24][N:23]([C:26]4[CH:31]=[CH:30][C:29]([F:32])=[CH:28][CH:27]=4)[C:19]=3[CH:20]=[N:21][CH:22]=2)=[O:16])[CH2:12][CH3:13])[CH:8]=[C:7]([O:33]C)[N:6]=1)(=[O:4])=[O:3].Br, predict the reaction product. The product is: [CH3:1][S:2]([C:5]1[NH:6][C:7](=[O:33])[CH:8]=[C:9]([C@@H:11]([NH:14][C:15]([C:17]2[C:18]3[CH:25]=[N:24][N:23]([C:26]4[CH:31]=[CH:30][C:29]([F:32])=[CH:28][CH:27]=4)[C:19]=3[CH:20]=[N:21][CH:22]=2)=[O:16])[CH2:12][CH3:13])[CH:10]=1)(=[O:3])=[O:4]. (4) Given the reactants Cl.[CH3:2][O:3][C:4]1[CH:5]=[CH:6][CH:7]=[C:8]2[C:13]=1[CH2:12][C@@H:11]([NH2:14])[CH2:10][CH2:9]2.[CH3:15][O:16][C:17]1[C:26]2[CH2:25][C@@H:24]([NH:27][C:28](=[O:33])[C:29]([F:32])([F:31])[F:30])[CH2:23][CH2:22][C:21]=2[C:20]([S:34](Cl)(=[O:36])=[O:35])=[CH:19][CH:18]=1.CCN(C(C)C)C(C)C, predict the reaction product. The product is: [F:32][C:29]([F:30])([F:31])[C:28]([NH:27][C@H:24]1[CH2:23][CH2:22][C:21]2[C:26](=[C:17]([O:16][CH3:15])[CH:18]=[CH:19][C:20]=2[S:34]([NH:14][C@H:11]2[CH2:10][CH2:9][C:8]3[C:13](=[C:4]([O:3][CH3:2])[CH:5]=[CH:6][CH:7]=3)[CH2:12]2)(=[O:36])=[O:35])[CH2:25]1)=[O:33]. (5) Given the reactants [C:1]([C:5]1[N:6]=[C:7]([N:24]2[CH2:28][CH2:27][C:26]([F:30])([F:29])[CH2:25]2)[C:8]2[C:9](=[N:11][N:12]([CH2:14][C:15](C3C=CC=CC=3Cl)=[O:16])[N:13]=2)[N:10]=1)([CH3:4])([CH3:3])[CH3:2].C(C1N=C(N2CCC(F)(F)C2)C2N=NNC=2N=1)(C)(C)C.BrCC([C:55]1[CH:60]=[CH:59][CH:58]=[C:57]([Cl:61])[CH:56]=1)=O, predict the reaction product. The product is: [C:1]([C:5]1[N:6]=[C:7]([N:24]2[CH2:28][CH2:27][C:26]([F:29])([F:30])[CH2:25]2)[C:8]2[C:9](=[N:11][N:12]([CH2:14][C:15]([C:55]3[CH:60]=[CH:59][CH:58]=[C:57]([Cl:61])[CH:56]=3)=[O:16])[N:13]=2)[N:10]=1)([CH3:2])([CH3:4])[CH3:3]. (6) Given the reactants [CH3:1][O:2][C:3]([C:5]1[C:10]([O:11][CH2:12][C:13]2[CH:18]=[CH:17][CH:16]=[CH:15][CH:14]=2)=[C:9](Br)[CH:8]=[C:7]([O:20][CH3:21])[N:6]=1)=[O:4].[CH2:22]([Sn](CCCC)(CCCC)C=C)[CH2:23]CC, predict the reaction product. The product is: [CH3:1][O:2][C:3]([C:5]1[C:10]([O:11][CH2:12][C:13]2[CH:18]=[CH:17][CH:16]=[CH:15][CH:14]=2)=[C:9]([CH:22]=[CH2:23])[CH:8]=[C:7]([O:20][CH3:21])[N:6]=1)=[O:4]. (7) Given the reactants [CH3:1][C:2]1[CH:6]=[C:5]([NH2:7])[S:4][N:3]=1.C(OC(N1[C:21](=[O:22])[C:20]2[C:15](=[CH:16][CH:17]=[CH:18][CH:19]=2)[C:14]1=[O:23])=O)C, predict the reaction product. The product is: [CH3:1][C:2]1[CH:6]=[C:5]([N:7]2[C:21](=[O:22])[C:20]3[C:15](=[CH:16][CH:17]=[CH:18][CH:19]=3)[C:14]2=[O:23])[S:4][N:3]=1. (8) Given the reactants [OH2:1].[C:2]1([CH3:12])[CH:7]=[CH:6][C:5]([S:8]([OH:11])(=[O:10])=[O:9])=[CH:4][CH:3]=1.[S:13](Cl)(Cl)=[O:14], predict the reaction product. The product is: [C:2]1([CH3:12])[CH:3]=[CH:4][C:5]([S:8]([O:11][S:13]([C:5]2[CH:6]=[CH:7][C:2]([CH3:12])=[CH:3][CH:4]=2)(=[O:14])=[O:1])(=[O:9])=[O:10])=[CH:6][CH:7]=1.